This data is from Reaction yield outcomes from USPTO patents with 853,638 reactions. The task is: Predict the reaction yield, written as a fraction of the theoretical maximum amount of product (1.0 means a 100% yield; for example, 0.34 means a 34% yield). (1) The reactants are [CH3:1][C:2]1([CH3:10])[O:6][C@@H:5]([C:7](=[O:9])[CH3:8])[CH2:4][O:3]1.[CH3:11][N:12]([CH:14](OC)OC)[CH3:13]. No catalyst specified. The product is [CH3:11][N:12]([CH3:14])/[CH:13]=[CH:8]/[C:7]([C@H:5]1[CH2:4][O:3][C:2]([CH3:10])([CH3:1])[O:6]1)=[O:9]. The yield is 0.253. (2) The reactants are C([O:3][C:4]([C:6]1[C:7]([N:14]([CH3:16])[NH2:15])=[N:8][C:9]([S:12][CH3:13])=[N:10][CH:11]=1)=O)C.[OH-].[K+]. The catalyst is C(O)(=O)C. The product is [CH3:16][N:14]1[C:7]2=[N:8][C:9]([S:12][CH3:13])=[N:10][CH:11]=[C:6]2[C:4](=[O:3])[NH:15]1. The yield is 0.950.